Dataset: Forward reaction prediction with 1.9M reactions from USPTO patents (1976-2016). Task: Predict the product of the given reaction. Given the reactants [CH2:1]1[CH:8]([NH2:9])[C:6](=[O:7])[NH:5][C:3](=[O:4])[CH2:2]1.Cl.Br[CH2:12][C:13]1[C:22]([F:23])=[C:21]([F:24])[C:20]([F:25])=[C:19]([F:26])[C:14]=1[C:15](OC)=[O:16].C(N(CC)CC)C, predict the reaction product. The product is: [O:16]=[C:15]1[C:14]2[C:13](=[C:22]([F:23])[C:21]([F:24])=[C:20]([F:25])[C:19]=2[F:26])[CH2:12][N:9]1[CH:8]1[CH2:1][CH2:2][C:3](=[O:4])[NH:5][C:6]1=[O:7].